From a dataset of Full USPTO retrosynthesis dataset with 1.9M reactions from patents (1976-2016). Predict the reactants needed to synthesize the given product. Given the product [C:6]1([C:18]([OH:20])=[O:19])[CH:11]=[CH:10][CH:9]=[C:8]([C:12]([OH:14])=[O:13])[C:7]=1[C:15]([OH:17])=[O:16], predict the reactants needed to synthesize it. The reactants are: C(N)(=O)C=C.[C:6]1([C:18]([OH:20])=[O:19])[CH:11]=[CH:10][CH:9]=[C:8]([C:12]([OH:14])=[O:13])[C:7]=1[C:15]([OH:17])=[O:16].